From a dataset of Reaction yield outcomes from USPTO patents with 853,638 reactions. Predict the reaction yield, written as a fraction of the theoretical maximum amount of product (1.0 means a 100% yield; for example, 0.34 means a 34% yield). (1) The reactants are Cl.[N+:2]([C:5]1[CH:11]=[C:10]([C:12]2[CH:13]=[CH:14][C:15]3[O:21][CH2:20][CH2:19][NH:18][CH2:17][C:16]=3[CH:22]=2)[CH:9]=[CH:8][C:6]=1[NH2:7])([O-:4])=[O:3].CCN(C(C)C)C(C)C.Cl[C:33]([O:35][CH2:36][CH:37]=[CH2:38])=[O:34]. The catalyst is ClCCl. The product is [NH2:7][C:6]1[CH:8]=[CH:9][C:10]([C:12]2[CH:13]=[CH:14][C:15]3[O:21][CH2:20][CH2:19][N:18]([C:33]([O:35][CH2:36][CH:37]=[CH2:38])=[O:34])[CH2:17][C:16]=3[CH:22]=2)=[CH:11][C:5]=1[N+:2]([O-:4])=[O:3]. The yield is 1.00. (2) The reactants are [C:1]([O:5][C:6]([N:8]1[CH2:13][CH2:12][CH2:11][CH:10]([CH2:14][CH:15]=[CH2:16])[CH2:9]1)=[O:7])([CH3:4])([CH3:3])[CH3:2].Br[C:18]1[CH:23]=[CH:22][C:21]([F:24])=[CH:20][CH:19]=1.C(=O)([O-])[O-].[K+].[K+]. The catalyst is CN(C)C=O.O.C1C=CC(P(C2C=CC=CC=2)[C-]2C=CC=C2)=CC=1.C1C=CC(P(C2C=CC=CC=2)[C-]2C=CC=C2)=CC=1.Cl[Pd]Cl.[Fe+2]. The product is [C:1]([O:5][C:6]([N:8]1[CH2:13][CH2:12][CH2:11][CH:10]([CH2:14][CH2:15][CH2:16][C:18]2[CH:23]=[CH:22][C:21]([F:24])=[CH:20][CH:19]=2)[CH2:9]1)=[O:7])([CH3:4])([CH3:3])[CH3:2]. The yield is 0.720.